From a dataset of Peptide-MHC class II binding affinity with 134,281 pairs from IEDB. Regression. Given a peptide amino acid sequence and an MHC pseudo amino acid sequence, predict their binding affinity value. This is MHC class II binding data. (1) The peptide sequence is PAADKFKTFEAAFTS. The MHC is DRB5_0101 with pseudo-sequence DRB5_0101. The binding affinity (normalized) is 0.649. (2) The peptide sequence is ERFALNPGLLETSEGCK. The MHC is DRB1_0901 with pseudo-sequence DRB1_0901. The binding affinity (normalized) is 0.232. (3) The peptide sequence is CHDGMGWLTIGISGP. The MHC is DRB1_1302 with pseudo-sequence DRB1_1302. The binding affinity (normalized) is 0.0781. (4) The peptide sequence is PSHIMSVLDMGQGIL. The MHC is DRB1_1302 with pseudo-sequence DRB1_1302. The binding affinity (normalized) is 0.414. (5) The peptide sequence is AQLHVGAKQENWNTS. The MHC is DRB4_0101 with pseudo-sequence DRB4_0103. The binding affinity (normalized) is 0.134. (6) The MHC is DRB1_0701 with pseudo-sequence DRB1_0701. The peptide sequence is LENLVVLNAASVAGAHW. The binding affinity (normalized) is 0. (7) The binding affinity (normalized) is 0.861. The MHC is DRB1_0301 with pseudo-sequence DRB1_0301. The peptide sequence is PNYNLIVMDEAHFTD. (8) The peptide sequence is LVLDFCDDALIEGIT. The MHC is DRB3_0101 with pseudo-sequence DRB3_0101. The binding affinity (normalized) is 0.334. (9) The peptide sequence is WAATAGTTVYGAFAA. The MHC is HLA-DPA10103-DPB10601 with pseudo-sequence HLA-DPA10103-DPB10601. The binding affinity (normalized) is 0.0736. (10) The peptide sequence is WKSDMSKLLNLKSDL. The MHC is H-2-IAb with pseudo-sequence H-2-IAb. The binding affinity (normalized) is 0.0939.